Dataset: Reaction yield outcomes from USPTO patents with 853,638 reactions. Task: Predict the reaction yield, written as a fraction of the theoretical maximum amount of product (1.0 means a 100% yield; for example, 0.34 means a 34% yield). (1) The reactants are N.[C:2]([O:5][CH2:6][CH3:7])(=[O:4])[CH3:3].[CH3:8][O:9][C:10]1[CH:11]=[C:12]([CH:23]=[CH:24][CH:25]=1)[C:13]([C:15]1[CH:20]=[CH:19][CH:18]=[C:17]([O:21][CH3:22])[CH:16]=1)=[O:14].[Cl-].[NH4+]. The catalyst is C(OCC)C. The product is [CH3:22][O:21][C:17]1[CH:16]=[C:15]([C:13]([C:12]2[CH:23]=[CH:24][CH:25]=[C:10]([O:9][CH3:8])[CH:11]=2)([OH:14])[CH2:3][C:2]([O:5][CH2:6][CH3:7])=[O:4])[CH:20]=[CH:19][CH:18]=1. The yield is 0.690. (2) The reactants are Cl[CH2:2][O:3][CH2:4][C:5]([O:7][CH3:8])=[O:6].[P:9]([O:16]CC)([O:13][CH2:14][CH3:15])[O:10][CH2:11][CH3:12]. No catalyst specified. The product is [CH2:11]([O:10][P:9]([CH2:2][O:3][CH2:4][C:5]([O:7][CH3:8])=[O:6])([O:13][CH2:14][CH3:15])=[O:16])[CH3:12]. The yield is 1.00. (3) The reactants are Br[C:2]1[C:6]2[CH2:7][N:8]([C:11](=[O:13])[CH3:12])[CH2:9][CH2:10][C:5]=2[N:4]([CH:14]2[CH2:19][CH2:18][CH2:17][CH2:16][O:15]2)[N:3]=1.C(O[Na])(C)(C)C.[CH3:26][N:27]1[CH:31]=[C:30]([C:32]2[CH:33]=[C:34]3[C:39](=[CH:40][CH:41]=2)[NH:38][CH2:37][CH2:36][CH2:35]3)[CH:29]=[N:28]1.C1(P(C2CCCCC2)C2C=CC=CC=2C2C(OC(C)C)=CC=CC=2OC(C)C)CCCCC1. The catalyst is O1CCOCC1. The product is [CH3:26][N:27]1[CH:31]=[C:30]([C:32]2[CH:33]=[C:34]3[C:39](=[CH:40][CH:41]=2)[N:38]([C:2]2[C:6]4[CH2:7][N:8]([C:11](=[O:13])[CH3:12])[CH2:9][CH2:10][C:5]=4[N:4]([CH:14]4[CH2:19][CH2:18][CH2:17][CH2:16][O:15]4)[N:3]=2)[CH2:37][CH2:36][CH2:35]3)[CH:29]=[N:28]1. The yield is 0.850. (4) The yield is 0.470. The product is [CH2:10]([O:9][C:7]([NH:8][CH:3]([OH:4])[C:2]([OH:6])=[O:5])=[O:17])[C:11]1[CH:16]=[CH:15][CH:14]=[CH:13][CH:12]=1. The catalyst is CCOCC. The reactants are O.[C:2]([OH:6])(=[O:5])[CH:3]=[O:4].[C:7](=[O:17])([O:9][CH2:10][C:11]1[CH:16]=[CH:15][CH:14]=[CH:13][CH:12]=1)[NH2:8]. (5) The reactants are [C:1]([O:5][C:6]([N:8]1[CH2:13][CH2:12][CH:11]([O:14][C:15]2[C:20]([C:21]([O:23]C)=[O:22])=[CH:19][C:18]([N+:25]([O-:27])=[O:26])=[CH:17][C:16]=2[Cl:28])[CH2:10][CH2:9]1)=[O:7])([CH3:4])([CH3:3])[CH3:2].CCCCCC. The catalyst is Cl. The product is [C:1]([O:5][C:6]([N:8]1[CH2:9][CH2:10][CH:11]([O:14][C:15]2[C:20]([C:21]([OH:23])=[O:22])=[CH:19][C:18]([N+:25]([O-:27])=[O:26])=[CH:17][C:16]=2[Cl:28])[CH2:12][CH2:13]1)=[O:7])([CH3:4])([CH3:2])[CH3:3]. The yield is 0.790. (6) The reactants are C(O)C.[Cl:4][C:5]1[CH:6]=[C:7]([C:11]2[C:16]([O:17][CH3:18])=[CH:15][CH:14]=[C:13]([CH2:19][C:20]3[CH:25]=[CH:24][C:23]([N+:26]([O-])=O)=[CH:22][CH:21]=3)[C:12]=2[F:29])[CH:8]=[CH:9][CH:10]=1. The catalyst is [Fe].O. The product is [Cl:4][C:5]1[CH:6]=[C:7]([C:11]2[C:16]([O:17][CH3:18])=[CH:15][CH:14]=[C:13]([CH2:19][C:20]3[CH:21]=[CH:22][C:23]([NH2:26])=[CH:24][CH:25]=3)[C:12]=2[F:29])[CH:8]=[CH:9][CH:10]=1. The yield is 0.790. (7) The reactants are [C:1]12([O:11][CH2:12][CH2:13][O:14][CH2:15][CH2:16][O:17][CH2:18][CH2:19][O:20][CH2:21][CH2:22][O:23][CH2:24][CH2:25][O:26][CH2:27][CH2:28][N:29]=[N+]=[N-])[CH2:10][CH:5]3[CH2:6][CH:7]([CH2:9][CH:3]([CH2:4]3)[CH2:2]1)[CH2:8]2.C1(P(C2C=CC=CC=2)C2C=CC=CC=2)C=CC=CC=1.O. The catalyst is C1COCC1.CCOC(C)=O. The product is [C:1]12([O:11][CH2:12][CH2:13][O:14][CH2:15][CH2:16][O:17][CH2:18][CH2:19][O:20][CH2:21][CH2:22][O:23][CH2:24][CH2:25][O:26][CH2:27][CH2:28][NH2:29])[CH2:10][CH:5]3[CH2:4][CH:3]([CH2:9][CH:7]([CH2:6]3)[CH2:8]1)[CH2:2]2. The yield is 0.540.